From a dataset of Catalyst prediction with 721,799 reactions and 888 catalyst types from USPTO. Predict which catalyst facilitates the given reaction. (1) Reactant: [Li+].C[Si]([N-][Si](C)(C)C)(C)C.[CH3:11][O:12][C:13]([CH:15]1[CH2:19][C:18](=[O:20])[N:17]([C:21]2[C:26]([CH3:27])=[CH:25][CH:24]=[CH:23][C:22]=2[CH3:28])[CH2:16]1)=[O:14].[CH2:29](Cl)[O:30][CH2:31][C:32]1[CH:37]=[CH:36][CH:35]=[CH:34][CH:33]=1.[NH4+].[Cl-]. Product: [CH3:11][O:12][C:13]([C:15]1([CH2:29][O:30][CH2:31][C:32]2[CH:37]=[CH:36][CH:35]=[CH:34][CH:33]=2)[CH2:19][C:18](=[O:20])[N:17]([C:21]2[C:26]([CH3:27])=[CH:25][CH:24]=[CH:23][C:22]=2[CH3:28])[CH2:16]1)=[O:14]. The catalyst class is: 1. (2) Reactant: [CH3:1][C:2]1[N:7]=[C:6]([C:8]2[NH:12][C:11]([CH2:13][C:14]3[CH:15]=[C:16]([CH:20]=[CH:21][CH:22]=3)[C:17]([NH2:19])=[O:18])=[N:10][C:9]=2[C:23]2[CH:24]=[C:25]3[C:30](=[CH:31][CH:32]=2)[N:29]=[CH:28][CH:27]=[CH:26]3)[CH:5]=[CH:4][CH:3]=1.[OH:33][S:34]([OH:37])(=[O:36])=[O:35]. Product: [S:34]([OH:37])([OH:36])(=[O:35])=[O:33].[CH3:1][C:2]1[N:7]=[C:6]([C:8]2[NH:12][C:11]([CH2:13][C:14]3[CH:15]=[C:16]([CH:20]=[CH:21][CH:22]=3)[C:17]([NH2:19])=[O:18])=[N:10][C:9]=2[C:23]2[CH:24]=[C:25]3[C:30](=[CH:31][CH:32]=2)[N:29]=[CH:28][CH:27]=[CH:26]3)[CH:5]=[CH:4][CH:3]=1. The catalyst class is: 5.